Dataset: Full USPTO retrosynthesis dataset with 1.9M reactions from patents (1976-2016). Task: Predict the reactants needed to synthesize the given product. (1) Given the product [CH:15]1([C:21]2[C:29]3[C:24](=[CH:25][C:26]([C:30]([O:32][C:7]([CH3:10])([CH3:9])[CH3:8])=[O:31])=[CH:27][CH:28]=3)[NH:23][CH:22]=2)[CH2:16][CH2:17][CH2:18][CH2:19][CH2:20]1, predict the reactants needed to synthesize it. The reactants are: C(NC(=NC(C)C)O[C:7]([CH3:10])([CH3:9])[CH3:8])(C)C.[CH:15]1([C:21]2[C:29]3[C:24](=[CH:25][C:26]([C:30]([OH:32])=[O:31])=[CH:27][CH:28]=3)[NH:23][CH:22]=2)[CH2:20][CH2:19][CH2:18][CH2:17][CH2:16]1. (2) The reactants are: C[O:2][C:3]1[CH:8]=[CH:7][N:6]=[CH:5][CH:4]=1.[CH:9]1[CH:14]=[CH:13][C:12]([CH2:15][O:16][C:17](Cl)=[O:18])=[CH:11][CH:10]=1.Cl.[CH2:21]1[CH2:25]OC[CH2:22]1. Given the product [CH2:25]([CH:7]1[CH2:8][C:3](=[O:2])[CH:4]=[CH:5][N:6]1[C:17]([O:16][CH2:15][C:12]1[CH:13]=[CH:14][CH:9]=[CH:10][CH:11]=1)=[O:18])[CH:21]=[CH2:22], predict the reactants needed to synthesize it. (3) The reactants are: COC(=O)C(NC1C=C(Cl)C=C(Cl)C=1OCC1C=CC=CC=1)=CC([O-])=O.C[O:28][C:29]([C:31]1[CH:40]=[C:39]([OH:41])[C:38]2[C:33](=[C:34]([O:49]CC3C=CC=CC=3)[CH:35]=[C:36]([C:42]3[CH:47]=[CH:46][C:45]([Cl:48])=[CH:44][CH:43]=3)[CH:37]=2)[N:32]=1)=[O:30]. Given the product [OH:41][C:39]1[C:38]2[C:33](=[C:34]([OH:49])[CH:35]=[C:36]([C:42]3[CH:47]=[CH:46][C:45]([Cl:48])=[CH:44][CH:43]=3)[CH:37]=2)[N:32]=[C:31]([C:29]([OH:30])=[O:28])[CH:40]=1, predict the reactants needed to synthesize it.